Dataset: Catalyst prediction with 721,799 reactions and 888 catalyst types from USPTO. Task: Predict which catalyst facilitates the given reaction. (1) Product: [S:2]1[CH:1]=[CH:29][CH:28]=[C:27]1[CH2:26][CH:25]([NH2:8])[CH2:24][CH3:22]. Reactant: [CH3:1][S:2](Cl)(=O)=O.CC[N:8](CC)CC.C(Cl)Cl.O[C@H]1CN([C:22]([C:24]2[CH:29]=[CH:28][CH:27]=[CH:26][CH:25]=2)=O)[C@@H]2CCN[C@H]12. The catalyst class is: 666. (2) Product: [CH2:36]([N:25]([CH2:18][C:19]1[CH:24]=[CH:23][CH:22]=[CH:21][CH:20]=1)[C:26]1[N:27]=[CH:28][N:29]=[C:30]([NH:1][C:2]2[CH:3]=[C:4]([N:9]([CH3:17])[C:10](=[O:16])[O:11][C:12]([CH3:14])([CH3:13])[CH3:15])[CH:5]=[CH:6][C:7]=2[CH3:8])[C:31]=1[N+:32]([O-:34])=[O:33])[C:37]1[CH:38]=[CH:39][CH:40]=[CH:41][CH:42]=1. The catalyst class is: 12. Reactant: [NH2:1][C:2]1[CH:3]=[C:4]([N:9]([CH3:17])[C:10](=[O:16])[O:11][C:12]([CH3:15])([CH3:14])[CH3:13])[CH:5]=[CH:6][C:7]=1[CH3:8].[CH2:18]([N:25]([CH2:36][C:37]1[CH:42]=[CH:41][CH:40]=[CH:39][CH:38]=1)[C:26]1[C:31]([N+:32]([O-:34])=[O:33])=[C:30](Cl)[N:29]=[CH:28][N:27]=1)[C:19]1[CH:24]=[CH:23][CH:22]=[CH:21][CH:20]=1.O. (3) Reactant: [C:1]([C:3]1[C:4]([C:20]([F:23])([F:22])[F:21])=[C:5]2[C:9](=[CH:10][CH:11]=1)[N:8]([CH2:12][C:13](=[NH:16])[NH:14][OH:15])[C:7]([CH2:17][CH2:18][CH3:19])=[CH:6]2)#[N:2].[F:24][C:25]([F:36])([F:35])[C:26]1[CH:34]=[CH:33][C:29]([C:30](Cl)=O)=[CH:28][CH:27]=1.C(N(CC)C(C)C)(C)C. Product: [CH2:17]([C:7]1[N:8]([CH2:12][C:13]2[N:16]=[C:30]([C:29]3[CH:28]=[CH:27][C:26]([C:25]([F:24])([F:35])[F:36])=[CH:34][CH:33]=3)[O:15][N:14]=2)[C:9]2[C:5]([CH:6]=1)=[C:4]([C:20]([F:22])([F:23])[F:21])[C:3]([C:1]#[N:2])=[CH:11][CH:10]=2)[CH2:18][CH3:19]. The catalyst class is: 10. (4) Reactant: C(C1NC=CN=1)(C1[NH:4]C=CN=1)=O.[C:13]([O:17][C:18]([N:20]([CH2:24][C:25]1[CH:34]=[C:33]2[C:28]([CH:29]=[CH:30][C:31]([Cl:39])=[C:32]2[CH2:35][C:36](O)=[O:37])=[CH:27][CH:26]=1)[CH2:21][CH2:22][F:23])=[O:19])([CH3:16])([CH3:15])[CH3:14].N. Product: [C:13]([O:17][C:18](=[O:19])[N:20]([CH2:24][C:25]1[CH:26]=[CH:27][C:28]2[C:33](=[C:32]([CH2:35][C:36](=[O:37])[NH2:4])[C:31]([Cl:39])=[CH:30][CH:29]=2)[CH:34]=1)[CH2:21][CH2:22][F:23])([CH3:16])([CH3:15])[CH3:14]. The catalyst class is: 3. (5) Product: [CH3:3][N:4]([N:6]=[N:7][C:8]1[C:9]([C:13]([NH2:2])=[O:15])=[CH:10][S:11][CH:12]=1)[CH3:5]. The catalyst class is: 1. Reactant: [OH-].[NH4+:2].[CH3:3][N:4]([N:6]=[N:7][C:8]1[C:9]([C:13]([O:15]C)=O)=[CH:10][S:11][CH:12]=1)[CH3:5].O.